This data is from Full USPTO retrosynthesis dataset with 1.9M reactions from patents (1976-2016). The task is: Predict the reactants needed to synthesize the given product. (1) Given the product [NH2:15][C:12]1[CH:13]=[CH:14][C:9]([O:8][CH2:1][C:2]2[CH:3]=[CH:4][CH:5]=[CH:6][CH:7]=2)=[C:10]([NH:18][CH:19]=[O:20])[CH:11]=1, predict the reactants needed to synthesize it. The reactants are: [CH2:1]([O:8][C:9]1[CH:14]=[CH:13][C:12]([N+:15]([O-])=O)=[CH:11][C:10]=1[NH:18][CH:19]=[O:20])[C:2]1[CH:7]=[CH:6][CH:5]=[CH:4][CH:3]=1. (2) Given the product [OH:1][C:2]1[CH:3]=[C:4](/[CH:8]=[CH:9]/[C:10]([O:12][CH3:19])=[O:11])[CH:5]=[CH:6][CH:7]=1, predict the reactants needed to synthesize it. The reactants are: [OH:1][C:2]1[CH:3]=[C:4](/[CH:8]=[CH:9]/[C:10]([OH:12])=[O:11])[CH:5]=[CH:6][CH:7]=1.S(=O)(=O)(O)O.O.[CH3:19]O. (3) The reactants are: I[C:2]1[N:6]2[CH:7]=[CH:8][CH:9]=[CH:10][C:5]2=[N:4][C:3]=1[C:11]([O:13][CH2:14][CH3:15])=[O:12].C1(P(C2C=CC=CC=2)C2C=CC=CC=2)C=CC=CC=1.[C:35](#[N:38])[CH:36]=[CH2:37].C(N(CC)CC)C.C([O-])([O-])=O.[Na+].[Na+]. Given the product [C:35](/[CH:36]=[CH:37]/[C:2]1[N:6]2[CH:7]=[CH:8][CH:9]=[CH:10][C:5]2=[N:4][C:3]=1[C:11]([O:13][CH2:14][CH3:15])=[O:12])#[N:38], predict the reactants needed to synthesize it. (4) Given the product [CH:33]1[C:32]([N:35]2[C:36](=[O:41])[CH2:37][O:38][CH2:39][CH2:40]2)=[CH:31][CH:30]=[C:29]([N:25]2[C:26](=[O:28])[O:27][C@@H:23]([CH2:22][NH:21][C:13]([C:11]3[S:12][C:8]([Cl:7])=[CH:9][CH:10]=3)=[O:15])[CH2:24]2)[CH:34]=1, predict the reactants needed to synthesize it. The reactants are: CN1C=CN=C1.[Cl:7][C:8]1[S:12][C:11]([C:13]([OH:15])=O)=[CH:10][CH:9]=1.CS(Cl)(=O)=O.[NH2:21][CH2:22][C@@H:23]1[O:27][C:26](=[O:28])[N:25]([C:29]2[CH:34]=[CH:33][C:32]([N:35]3[CH2:40][CH2:39][O:38][CH2:37][C:36]3=[O:41])=[CH:31][CH:30]=2)[CH2:24]1. (5) Given the product [CH2:39]([N:23]([CH2:21][CH3:22])[C:24](=[O:38])[C:25]1[CH:30]=[CH:29][CH:28]=[CH:27][C:26]=1[CH:31]([N:32]1[C:36]([I:37])=[CH:35][N:34]=[CH:33]1)[C:42]([OH:43])([CH3:44])[CH3:41])[CH3:40], predict the reactants needed to synthesize it. The reactants are: C(NC(C)C)(C)C.[Li]CCCC.[Li+].CC([N-]C(C)C)C.[CH2:21]([N:23]([CH2:39][CH3:40])[C:24](=[O:38])[C:25]1[CH:30]=[CH:29][CH:28]=[CH:27][C:26]=1[CH2:31][N:32]1[C:36]([I:37])=[CH:35][N:34]=[CH:33]1)[CH3:22].[CH3:41][C:42]([CH3:44])=[O:43]. (6) Given the product [CH2:1]([O:8][C:9](=[O:10])[NH:11][C@H:12]1[C:18](=[O:19])[NH:17][C:16]2[CH:20]=[CH:21][C:22]([N:24]3[CH2:28][CH:27]([CH2:29][N:36]=[N+:37]=[N-:38])[O:26][C:25]3=[O:35])=[CH:23][C:15]=2[CH2:14][CH2:13]1)[C:2]1[CH:7]=[CH:6][CH:5]=[CH:4][CH:3]=1, predict the reactants needed to synthesize it. The reactants are: [CH2:1]([O:8][C:9]([NH:11][CH:12]1[C:18](=[O:19])[NH:17][C:16]2[CH:20]=[CH:21][C:22]([N:24]3[CH2:28][C@H:27]([CH2:29]OS(C)(=O)=O)[O:26][C:25]3=[O:35])=[CH:23][C:15]=2[CH2:14][CH2:13]1)=[O:10])[C:2]1[CH:7]=[CH:6][CH:5]=[CH:4][CH:3]=1.[N-:36]=[N+:37]=[N-:38].[Na+]. (7) Given the product [Cl:38][C:13]1[C:31]([C:32]([Cl:34])=[O:33])=[CH:11][C:10]([C:19]2[CH:24]=[CH:23][C:22]([Cl:25])=[CH:21][CH:20]=2)=[C:9]([C:3]2[CH:4]=[CH:5][C:6]([Cl:8])=[CH:7][C:2]=2[Cl:1])[N:14]=1, predict the reactants needed to synthesize it. The reactants are: [Cl:1][C:2]1[CH:7]=[C:6]([Cl:8])[CH:5]=[CH:4][C:3]=1[C:9]1[NH:14][C:13](=O)C(C(O)=O)=[CH:11][C:10]=1[C:19]1[CH:24]=[CH:23][C:22]([Cl:25])=[CH:21][CH:20]=1.CN(C=O)C.[C:31](Cl)(=O)[C:32]([Cl:34])=[O:33].C(Cl)[Cl:38]. (8) Given the product [F:24][C:2]([F:1])([F:23])[C:3]1[C:16]2[C:7](=[CH:8][C:9]3[CH2:10][CH2:11][CH:12]([CH3:21])[N:13]([CH2:17][CH3:18])[C:14]=3[CH:15]=2)[NH:6][C:5](=[O:22])[CH:4]=1, predict the reactants needed to synthesize it. The reactants are: [F:1][C:2]([F:24])([F:23])[C:3]1[C:16]2[C:7](=[CH:8][C:9]3[CH2:10][CH2:11][CH:12]([CH3:21])[N:13]([CH2:17][CH:18]4CC4)[C:14]=3[CH:15]=2)[NH:6][C:5](=[O:22])[CH:4]=1.C(=O)C. (9) Given the product [C:30]([O:19][C:14]1[CH:15]=[CH:16][CH:17]=[CH:18][C:13]=1[N:12]1[C:8]([C:5]2[CH:6]=[CH:7][C:2]([Cl:1])=[CH:3][CH:4]=2)=[CH:9][C:10]([CH:20]2[CH2:25][C:24]([CH3:27])([CH3:26])[O:23][C:22]([CH3:29])([CH3:28])[CH2:21]2)=[N:11]1)([CH3:33])([CH3:32])[CH3:31], predict the reactants needed to synthesize it. The reactants are: [Cl:1][C:2]1[CH:7]=[CH:6][C:5]([C:8]2[N:12]([C:13]3[CH:18]=[CH:17][CH:16]=[CH:15][C:14]=3[OH:19])[N:11]=[C:10]([CH:20]3[CH2:25][C:24]([CH3:27])([CH3:26])[O:23][C:22]([CH3:29])([CH3:28])[CH2:21]3)[CH:9]=2)=[CH:4][CH:3]=1.[C:30](OC(O[C:30]([CH3:33])([CH3:32])[CH3:31])N(C)C)([CH3:33])([CH3:32])[CH3:31].